Dataset: Forward reaction prediction with 1.9M reactions from USPTO patents (1976-2016). Task: Predict the product of the given reaction. (1) Given the reactants FC(F)(F)C(O)=O.[CH2:8]([NH:12][C:13]1[N:21]=[C:20]2[C:16]([N:17]=[C:18]([O:22]C)[NH:19]2)=[C:15]([NH2:24])[N:14]=1)[CH2:9][CH2:10][CH3:11].C(=O)([O-])[O-].[K+].[K+].Br[CH2:32][CH:33]1[CH2:37][CH2:36][CH2:35][O:34]1.Cl, predict the reaction product. The product is: [NH2:24][C:15]1[N:14]=[C:13]([NH:12][CH2:8][CH2:9][CH2:10][CH3:11])[N:21]=[C:20]2[C:16]=1[NH:17][C:18](=[O:22])[N:19]2[CH2:32][CH:33]1[CH2:37][CH2:36][CH2:35][O:34]1. (2) Given the reactants CSC.[Cl:4][CH:5](Cl)[CH3:6].C(Cl)(=O)C(Cl)=O.[N:14]1[C:19]2[CH:20]=[CH:21][S:22]C=2C(=O)[NH:16][CH:15]=1, predict the reaction product. The product is: [Cl:4][C:5]1[C:6]2[S:22][CH:21]=[CH:20][C:19]=2[N:14]=[CH:15][N:16]=1. (3) Given the reactants [CH:1](=O)[C:2]1[CH:7]=[CH:6][CH:5]=[CH:4][CH:3]=1.[CH3:9][O:10][C:11]1[N:16]=[CH:15][N:14]=[C:13]([NH2:17])[CH:12]=1, predict the reaction product. The product is: [CH:1](=[N:17][C:13]1[CH:12]=[C:11]([O:10][CH3:9])[N:16]=[CH:15][N:14]=1)[C:2]1[CH:7]=[CH:6][CH:5]=[CH:4][CH:3]=1. (4) Given the reactants C[O:2][C:3]1[CH:4]=[C:5]2[C:10](=[CH:11][C:12]=1[CH3:13])[N:9]=[CH:8][CH:7]=[CH:6]2.[OH-].[Na+].C(=O)([O-])O.[Na+], predict the reaction product. The product is: [OH:2][C:3]1[CH:4]=[C:5]2[C:10](=[CH:11][C:12]=1[CH3:13])[N:9]=[CH:8][CH:7]=[CH:6]2. (5) Given the reactants [CH3:1][C:2]1[N:7]=[C:6]([NH:8][C:9]2[C:14]([CH3:15])=[CH:13][C:12]([CH3:16])=[CH:11][C:10]=2[CH3:17])[C:5]([S:18]([C:21]2[CH:26]=[CH:25][C:24](OS(C(F)(F)F)(=O)=O)=[CH:23][CH:22]=2)(=[O:20])=[O:19])=[CH:4][N:3]=1.C([O-])(O)=O.[Na+].[CH3:40][N:41](C=O)C, predict the reaction product. The product is: [CH3:1][C:2]1[N:7]=[C:6]([NH:8][C:9]2[C:14]([CH3:15])=[CH:13][C:12]([CH3:16])=[CH:11][C:10]=2[CH3:17])[C:5]([S:18]([C:21]2[CH:26]=[CH:25][C:24]([C:40]#[N:41])=[CH:23][CH:22]=2)(=[O:20])=[O:19])=[CH:4][N:3]=1.